Dataset: NCI-60 drug combinations with 297,098 pairs across 59 cell lines. Task: Regression. Given two drug SMILES strings and cell line genomic features, predict the synergy score measuring deviation from expected non-interaction effect. (1) Drug 2: CN(C(=O)NC(C=O)C(C(C(CO)O)O)O)N=O. Synergy scores: CSS=9.24, Synergy_ZIP=-5.06, Synergy_Bliss=1.66, Synergy_Loewe=-11.6, Synergy_HSA=1.48. Drug 1: C1CN1P(=S)(N2CC2)N3CC3. Cell line: OVCAR-8. (2) Synergy scores: CSS=25.3, Synergy_ZIP=-7.01, Synergy_Bliss=1.71, Synergy_Loewe=2.38, Synergy_HSA=3.78. Drug 2: C1=CC=C(C=C1)NC(=O)CCCCCCC(=O)NO. Drug 1: CCC1=C2CN3C(=CC4=C(C3=O)COC(=O)C4(CC)O)C2=NC5=C1C=C(C=C5)O. Cell line: UO-31. (3) Drug 1: C1C(C(OC1N2C=C(C(=O)NC2=O)F)CO)O. Drug 2: CN1C(=O)N2C=NC(=C2N=N1)C(=O)N. Cell line: UACC62. Synergy scores: CSS=11.6, Synergy_ZIP=-3.00, Synergy_Bliss=1.55, Synergy_Loewe=-13.7, Synergy_HSA=0.113. (4) Drug 1: CC1=C2C(C(=O)C3(C(CC4C(C3C(C(C2(C)C)(CC1OC(=O)C(C(C5=CC=CC=C5)NC(=O)OC(C)(C)C)O)O)OC(=O)C6=CC=CC=C6)(CO4)OC(=O)C)OC)C)OC. Drug 2: CC1=C2C(C(=O)C3(C(CC4C(C3C(C(C2(C)C)(CC1OC(=O)C(C(C5=CC=CC=C5)NC(=O)OC(C)(C)C)O)O)OC(=O)C6=CC=CC=C6)(CO4)OC(=O)C)O)C)O. Cell line: IGROV1. Synergy scores: CSS=37.7, Synergy_ZIP=-2.24, Synergy_Bliss=-1.84, Synergy_Loewe=-0.955, Synergy_HSA=3.52. (5) Drug 1: CC1=C(C=C(C=C1)NC2=NC=CC(=N2)N(C)C3=CC4=NN(C(=C4C=C3)C)C)S(=O)(=O)N.Cl. Drug 2: CCC1(C2=C(COC1=O)C(=O)N3CC4=CC5=C(C=CC(=C5CN(C)C)O)N=C4C3=C2)O.Cl. Cell line: A549. Synergy scores: CSS=22.3, Synergy_ZIP=-5.31, Synergy_Bliss=2.49, Synergy_Loewe=-19.8, Synergy_HSA=1.04. (6) Drug 1: C1CC(=O)NC(=O)C1N2CC3=C(C2=O)C=CC=C3N. Drug 2: CN(CCCl)CCCl.Cl. Cell line: SK-MEL-28. Synergy scores: CSS=4.82, Synergy_ZIP=1.09, Synergy_Bliss=5.32, Synergy_Loewe=0.290, Synergy_HSA=-0.314. (7) Drug 1: CC(C1=C(C=CC(=C1Cl)F)Cl)OC2=C(N=CC(=C2)C3=CN(N=C3)C4CCNCC4)N. Drug 2: CN(C)C1=NC(=NC(=N1)N(C)C)N(C)C. Cell line: SR. Synergy scores: CSS=40.9, Synergy_ZIP=-4.71, Synergy_Bliss=-13.8, Synergy_Loewe=-27.5, Synergy_HSA=-14.9.